Dataset: Forward reaction prediction with 1.9M reactions from USPTO patents (1976-2016). Task: Predict the product of the given reaction. The product is: [O:1]1[CH2:2][CH2:3][CH2:4][CH2:5][CH:6]1[N:25]1[CH:26]=[C:22]([B:17]2[O:16][C:15]([CH3:27])([CH3:14])[C:19]([CH3:21])([CH3:20])[O:18]2)[CH:23]=[N:24]1. Given the reactants [O:1]1[CH:6]=[CH:5][CH2:4][CH2:3][CH2:2]1.FC(F)(F)C(O)=O.[CH3:14][C:15]1([CH3:27])[C:19]([CH3:21])([CH3:20])[O:18][B:17]([C:22]2[CH:23]=[N:24][NH:25][CH:26]=2)[O:16]1, predict the reaction product.